This data is from Choline transporter screen with 302,306 compounds. The task is: Binary Classification. Given a drug SMILES string, predict its activity (active/inactive) in a high-throughput screening assay against a specified biological target. (1) The compound is S(c1c([nH]c2c1cccc2)CCC(=O)NCCO)c1ccccc1. The result is 0 (inactive). (2) The drug is O(c1c(OC)cc(C(n2nnnc2)CC(O)=O)cc1)CC. The result is 0 (inactive). (3) The drug is O(c1ccc(Cn2nnnc2CN2CCCCCC2)cc1)C. The result is 0 (inactive). (4) The drug is S(=O)(=O)(Nc1ccc(cc1)C)c1ccc(CCC(=O)NCc2ncccc2)cc1. The result is 0 (inactive). (5) The compound is Clc1c(C(=O)Nc2ccc(S(=O)(=O)Nc3nc4c(nc3)cccc4)cc2)ccc(Cl)c1. The result is 1 (active). (6) The result is 0 (inactive). The drug is Ic1c2NCCCC(NC(=O)C(NC(=O)C(NC(=O)c2cc([N+]([O-])=O)c1)CCC(O)=O)CC(=O)N)C(=O)N. (7) The molecule is S1(=O)(=O)CC(N(C(CC)C)C(=O)CSc2ccc(NC(=O)C)cc2)CC1. The result is 0 (inactive). (8) The molecule is Clc1c(OCC(=O)NCCc2ccccc2)ccc([N+]([O-])=O)c1. The result is 0 (inactive).